This data is from Full USPTO retrosynthesis dataset with 1.9M reactions from patents (1976-2016). The task is: Predict the reactants needed to synthesize the given product. Given the product [C:19]([C:17]1[N:18]=[C:14]([C:12]([NH:11][C:8]2[CH:9]=[CH:10][C:5]([C:4]([OH:29])=[O:3])=[CH:6][C:7]=2[C:21]2[CH2:26][CH2:25][C:24]([CH3:28])([CH3:27])[CH2:23][CH:22]=2)=[O:13])[NH:15][CH:16]=1)#[N:20], predict the reactants needed to synthesize it. The reactants are: C([O:3][C:4](=[O:29])[C:5]1[CH:10]=[CH:9][C:8]([NH:11][C:12]([C:14]2[NH:15][CH:16]=[C:17]([C:19]#[N:20])[N:18]=2)=[O:13])=[C:7]([C:21]2[CH2:26][CH2:25][C:24]([CH3:28])([CH3:27])[CH2:23][CH:22]=2)[CH:6]=1)C.[OH-].[K+].C(O)(C(F)(F)F)=O.